This data is from Catalyst prediction with 721,799 reactions and 888 catalyst types from USPTO. The task is: Predict which catalyst facilitates the given reaction. (1) Reactant: [Br:1][CH2:2][CH2:3][CH2:4][CH2:5][CH2:6][CH2:7][CH2:8][CH2:9][CH2:10][CH2:11][C:12]([OH:14])=O.CN(C=O)C.S(Cl)([Cl:22])=O. Product: [Br:1][CH2:2][CH2:3][CH2:4][CH2:5][CH2:6][CH2:7][CH2:8][CH2:9][CH2:10][CH2:11][C:12]([Cl:22])=[O:14]. The catalyst class is: 4. (2) Reactant: [O:1]1[CH2:6][CH2:5][CH2:4][CH2:3][CH:2]1[N:7]1[C:19]2[C:18](=[O:20])[CH2:17][CH2:16][CH2:15][C:14]=2[C:13]2[C:8]1=[CH:9][CH:10]=[CH:11][CH:12]=2.CC(C)([O-])C.[K+].[CH3:27][S:28][C:29](=S)[S:30][CH3:31].CI. Product: [CH3:27][S:28][C:29]([S:30][CH3:31])=[C:17]1[CH2:16][CH2:15][C:14]2[C:13]3[C:8](=[CH:9][CH:10]=[CH:11][CH:12]=3)[N:7]([CH:2]3[CH2:3][CH2:4][CH2:5][CH2:6][O:1]3)[C:19]=2[C:18]1=[O:20]. The catalyst class is: 30.